This data is from Reaction yield outcomes from USPTO patents with 853,638 reactions. The task is: Predict the reaction yield, written as a fraction of the theoretical maximum amount of product (1.0 means a 100% yield; for example, 0.34 means a 34% yield). (1) The reactants are [Cl:1][C:2]1[C:3]([O:12][C:13]2[CH:18]=[C:17]([O:19][C:20]3[N:25]=[CH:24][CH:23]=[CH:22][N:21]=3)[CH:16]=[CH:15][C:14]=2/[CH:26]=[CH:27]/[C:28]([O:30]CC)=[O:29])=[N:4][CH:5]=[C:6]([C:8]([F:11])([F:10])[F:9])[CH:7]=1.[OH-].[Na+].O1CCCC1. The catalyst is C(O)C. The product is [Cl:1][C:2]1[C:3]([O:12][C:13]2[CH:18]=[C:17]([O:19][C:20]3[N:21]=[CH:22][CH:23]=[CH:24][N:25]=3)[CH:16]=[CH:15][C:14]=2/[CH:26]=[CH:27]/[C:28]([OH:30])=[O:29])=[N:4][CH:5]=[C:6]([C:8]([F:11])([F:10])[F:9])[CH:7]=1. The yield is 0.540. (2) The reactants are Br[CH2:2][CH:3]1[CH2:12][CH2:11][C:10]2[C:5](=[CH:6][CH:7]=[CH:8][CH:9]=2)[CH2:4]1.[CH3:13][O:14][C:15]1[CH:23]=[CH:22][C:18]([CH2:19][CH2:20][NH2:21])=[CH:17][CH:16]=1. The catalyst is CCO. The product is [CH3:13][O:14][C:15]1[CH:23]=[CH:22][C:18]([CH2:19][CH2:20][NH:21][CH2:2][CH:3]2[CH2:12][CH2:11][C:10]3[C:5](=[CH:6][CH:7]=[CH:8][CH:9]=3)[CH2:4]2)=[CH:17][CH:16]=1. The yield is 0.589. (3) The reactants are [CH3:1][C@@H:2]1[C:31]([CH3:33])([CH3:32])[O:30][C@:4]2([O:8][C@H:7]3[CH2:9][C@H:10]4[C@@H:15]5[CH2:16][CH2:17][C@H:18]6[CH2:23][C@H:22]([OH:24])[CH2:21][CH2:20][C@:19]6([CH3:25])[C@H:14]5[C@@H:13]([OH:26])[CH2:12][C@:11]4([CH3:27])[C@H:6]3[C@:5]2([OH:29])[CH3:28])[CH2:3]1. The catalyst is N1C=CC=CC=1.O=[Cr](=O)(O[Cr](=O)([O-])=O)[O-].[NH+]1C=CC=CC=1.[NH+]1C=CC=CC=1.CCOCC. The product is [CH3:1][C@@H:2]1[C:31]([CH3:32])([CH3:33])[O:30][C@:4]2([O:8][C@H:7]3[CH2:9][C@H:10]4[C@@H:15]5[CH2:16][CH2:17][C@H:18]6[CH2:23][C@H:22]([OH:24])[CH2:21][CH2:20][C@:19]6([CH3:25])[C@H:14]5[C:13](=[O:26])[CH2:12][C@:11]4([CH3:27])[C@H:6]3[C@:5]2([OH:29])[CH3:28])[CH2:3]1.[CH3:1][C@@H:2]1[C:31]([CH3:32])([CH3:33])[O:30][C@:4]2([O:8][C@H:7]3[CH2:9][C@H:10]4[C@@H:15]5[CH2:16][CH2:17][C@H:18]6[CH2:23][C:22](=[O:24])[CH2:21][CH2:20][C@:19]6([CH3:25])[C@H:14]5[C:13](=[O:26])[CH2:12][C@:11]4([CH3:27])[C@H:6]3[C@:5]2([OH:29])[CH3:28])[CH2:3]1. The yield is 0.280. (4) The reactants are [C:1]([O:5][C:6](=[O:25])[CH2:7][CH:8]([N+:22]([O-])=O)[CH:9]([OH:21])[CH2:10][O:11][CH2:12][C:13]1[C:18]([Cl:19])=[CH:17][CH:16]=[CH:15][C:14]=1[Cl:20])([CH3:4])([CH3:3])[CH3:2]. The catalyst is [Ni].CO. The product is [NH2:22][CH:8]([CH:9]([OH:21])[CH2:10][O:11][CH2:12][C:13]1[C:14]([Cl:20])=[CH:15][CH:16]=[CH:17][C:18]=1[Cl:19])[CH2:7][C:6]([O:5][C:1]([CH3:3])([CH3:2])[CH3:4])=[O:25]. The yield is 1.00. (5) The reactants are [CH3:1][N:2]1[C@@H:19]2[CH2:20][C:7]3[CH:8]=[CH:9][C:10]([O:21][CH3:22])=[C:11]4[O:12][C@H:13]5[C:14]([CH2:16][CH2:17][C@@H:18]2[C@:5]5([C:6]=34)[CH2:4][CH2:3]1)=[O:15].[Li]N([Si](C)(C)C)[Si](C)(C)C.[O:33]1CCCC1. No catalyst specified. The product is [C:11]([O-:33])(=[O:12])[C:6]1[CH:7]=[CH:20][CH:19]=[CH:18][CH:5]=1.[CH3:1][N:2]1[C@@H:19]2[CH2:20][C:7]3[CH:8]=[CH:9][C:10]([O:21][CH3:22])=[C:11]4[O:12][C@H:13]5[C:14]([CH2:16][CH2:17][C@@H:18]2[C@:5]5([C:6]=34)[CH2:4][CH2:3]1)=[O:15]. The yield is 0.420. (6) The reactants are [CH3:1][CH2:2][C@@H:3]([C@H:5]([N:36]([C:38]([C@@H:40]([NH:44][C:45]([C@@H:47]([N:51]([CH3:53])[CH3:52])[CH:48]([CH3:50])[CH3:49])=[O:46])[CH:41]([CH3:43])[CH3:42])=[O:39])[CH3:37])[C@H:6]([O:34][CH3:35])[CH2:7][C:8]([N:10]1[C@H:14]([C@H:15]([O:32][CH3:33])[C@H:16]([C:18]([NH:20][C@H:21]([C:29]([OH:31])=[O:30])[CH2:22][C:23]2[CH:28]=[CH:27][CH:26]=[CH:25][CH:24]=2)=[O:19])[CH3:17])[CH2:13][CH2:12][CH2:11]1)=[O:9])[CH3:4].C([NH:61][C@H:62]([C:64]([OH:66])=[O:65])[CH3:63])(OC(C)(C)C)=O.[OH:67][CH2:68][CH2:69][CH2:70][NH-:71].FC(F)(F)C(O)=O. The catalyst is ClCCl. The product is [CH3:1][CH2:2][C@@H:3]([C@H:5]([N:36]([C:38]([C@@H:40]([NH:44][C:45]([C@@H:47]([N:51]([CH3:53])[CH3:52])[CH:48]([CH3:50])[CH3:49])=[O:46])[CH:41]([CH3:43])[CH3:42])=[O:39])[CH3:37])[C@H:6]([O:34][CH3:35])[CH2:7][C:8]([N:10]1[C@H:14]([C@H:15]([O:32][CH3:33])[C@H:16]([C:18]([NH:20][C@H:21]([C:29]([OH:31])=[O:30])[CH2:22][C:23]2[CH:28]=[CH:27][CH:26]=[CH:25][CH:24]=2)=[O:19])[CH3:17])[CH2:13][CH2:12][CH2:11]1)=[O:9])[CH3:4].[OH:67][CH2:68][CH2:69][CH2:70][NH-:71].[NH2:61][C@H:62]([C:64]([OH:66])=[O:65])[CH3:63]. The yield is 0.850.